From a dataset of Reaction yield outcomes from USPTO patents with 853,638 reactions. Predict the reaction yield, written as a fraction of the theoretical maximum amount of product (1.0 means a 100% yield; for example, 0.34 means a 34% yield). The reactants are [OH:1][C:2]1[CH:3]=[C:4]([N:8]2[C:17](=[O:18])[C:16]3[C:11](=[CH:12][CH:13]=[CH:14][C:15]=3[CH3:19])[N:10]=[C:9]2[CH:20]([NH:22][C:23]2[N:31]=[CH:30][N:29]=[C:28]3[C:24]=2[N:25]=[CH:26][N:27]3[CH2:32][O:33][CH2:34][CH2:35][Si:36]([CH3:39])([CH3:38])[CH3:37])[CH3:21])[CH:5]=[CH:6][CH:7]=1.C(N(CC)CC)C.C1C=CC(N([S:54]([C:57]([F:60])([F:59])[F:58])(=[O:56])=[O:55])[S:54]([C:57]([F:60])([F:59])[F:58])(=[O:56])=[O:55])=CC=1. The catalyst is C(Cl)Cl. The product is [CH3:19][C:15]1[CH:14]=[CH:13][CH:12]=[C:11]2[C:16]=1[C:17](=[O:18])[N:8]([C:4]1[CH:3]=[C:2]([O:1][S:54]([C:57]([F:60])([F:59])[F:58])(=[O:56])=[O:55])[CH:7]=[CH:6][CH:5]=1)[C:9]([CH:20]([NH:22][C:23]1[N:31]=[CH:30][N:29]=[C:28]3[C:24]=1[N:25]=[CH:26][N:27]3[CH2:32][O:33][CH2:34][CH2:35][Si:36]([CH3:37])([CH3:39])[CH3:38])[CH3:21])=[N:10]2. The yield is 0.770.